Dataset: Peptide-MHC class I binding affinity with 185,985 pairs from IEDB/IMGT. Task: Regression. Given a peptide amino acid sequence and an MHC pseudo amino acid sequence, predict their binding affinity value. This is MHC class I binding data. (1) The binding affinity (normalized) is 0.833. The MHC is Mamu-B17 with pseudo-sequence Mamu-B17. The peptide sequence is IRFPRTFGW. (2) The binding affinity (normalized) is 0.299. The peptide sequence is STLQNNSVVI. The MHC is H-2-Kb with pseudo-sequence H-2-Kb. (3) The peptide sequence is SNENGGPPL. The MHC is HLA-B39:01 with pseudo-sequence HLA-B39:01. The binding affinity (normalized) is 0.0847. (4) The peptide sequence is YIALGRARV. The MHC is HLA-B07:02 with pseudo-sequence HLA-B07:02. The binding affinity (normalized) is 0.394.